Predict the reaction yield, written as a fraction of the theoretical maximum amount of product (1.0 means a 100% yield; for example, 0.34 means a 34% yield). From a dataset of Reaction yield outcomes from USPTO patents with 853,638 reactions. (1) The reactants are Br[C:2]1[CH:3]=[C:4]([O:10][CH3:11])[CH:5]=[C:6]([O:8][CH3:9])[CH:7]=1.[F-].[Cs+].[CH2:14](B1OC(C)(C)C(C)(C)O1)[CH:15]=[CH2:16].O. The catalyst is C1COCC1. The product is [CH2:16]([C:2]1[CH:3]=[C:4]([O:10][CH3:11])[CH:5]=[C:6]([O:8][CH3:9])[CH:7]=1)[CH:15]=[CH2:14]. The yield is 0.920. (2) The reactants are Cl[C:2]1[N:7]=[C:6]([S:8][CH2:9][CH3:10])[C:5]([C:11]([NH:13][CH2:14][C:15]2[CH:20]=[CH:19][CH:18]=[C:17]([F:21])[CH:16]=2)=[O:12])=[C:4]([CH3:22])[CH:3]=1.[CH3:23][O:24][CH:25]1[CH2:28][NH:27][CH2:26]1.C([O-])([O-])=O.[Cs+].[Cs+]. The catalyst is O1CCOCC1. The product is [CH2:9]([S:8][C:6]1[C:5]([C:11]([NH:13][CH2:14][C:15]2[CH:20]=[CH:19][CH:18]=[C:17]([F:21])[CH:16]=2)=[O:12])=[C:4]([CH3:22])[CH:3]=[C:2]([N:27]2[CH2:28][CH:25]([O:24][CH3:23])[CH2:26]2)[N:7]=1)[CH3:10]. The yield is 0.310.